This data is from Catalyst prediction with 721,799 reactions and 888 catalyst types from USPTO. The task is: Predict which catalyst facilitates the given reaction. (1) Reactant: C(B(CC)OC)C.[BH4-].[Na+].[Cl:10][CH2:11][C@@H:12]([OH:22])[CH2:13][C:14](=[O:21])[CH2:15][C:16]([O:18][CH2:19][CH3:20])=[O:17]. Product: [Cl:10][CH2:11][C@@H:12]([OH:22])[CH2:13][C@@H:14]([OH:21])[CH2:15][C:16]([O:18][CH2:19][CH3:20])=[O:17]. The catalyst class is: 83. (2) Reactant: [C:1]([O:5][C:6]([N:8]1[CH:13]([CH2:14][CH3:15])[CH2:12][CH:11]([N:16]([CH2:24][C:25]2[CH:30]=[C:29]([C:31]([F:34])([F:33])[F:32])[CH:28]=[C:27]([C:35]([F:38])([F:37])[F:36])[CH:26]=2)[C:17]2[N:22]=[CH:21][C:20]([OH:23])=[CH:19][N:18]=2)[CH2:10][CH:9]1[CH2:39][C:40]1[CH:45]=[CH:44][CH:43]=[CH:42][CH:41]=1)=[O:7])([CH3:4])([CH3:3])[CH3:2].[H-].[Na+].[CH3:48][O:49][C:50](=[O:53])[CH2:51]Br.C(O)(=O)CC(CC(O)=O)(C(O)=O)O. Product: [C:1]([O:5][C:6]([N:8]1[CH:13]([CH2:14][CH3:15])[CH2:12][CH:11]([N:16]([CH2:24][C:25]2[CH:30]=[C:29]([C:31]([F:32])([F:33])[F:34])[CH:28]=[C:27]([C:35]([F:36])([F:37])[F:38])[CH:26]=2)[C:17]2[N:18]=[CH:19][C:20]([O:23][CH2:51][C:50]([O:49][CH3:48])=[O:53])=[CH:21][N:22]=2)[CH2:10][CH:9]1[CH2:39][C:40]1[CH:41]=[CH:42][CH:43]=[CH:44][CH:45]=1)=[O:7])([CH3:2])([CH3:3])[CH3:4]. The catalyst class is: 3. (3) Reactant: [CH3:1][O:2][C:3]1[CH:12]=[C:11]([CH3:13])[C:10]2[NH:9][C:8](=[O:14])[C:7]3[S:15][CH:16]=[CH:17][C:6]=3[C:5]=2[C:4]=1[C:18]1[CH:23]=[CH:22][C:21]([N:24]([CH3:35])[CH2:25][CH2:26][NH:27]C(=O)OC(C)(C)C)=[CH:20][CH:19]=1.[ClH:36]. Product: [ClH:36].[NH2:27][CH2:26][CH2:25][N:24]([CH3:35])[C:21]1[CH:20]=[CH:19][C:18]([C:4]2[C:5]3[C:6]4[CH:17]=[CH:16][S:15][C:7]=4[C:8](=[O:14])[NH:9][C:10]=3[C:11]([CH3:13])=[CH:12][C:3]=2[O:2][CH3:1])=[CH:23][CH:22]=1. The catalyst class is: 28. (4) Reactant: [Cl:1][C:2]1[CH:9]=[CH:8][C:7]([N+:10]([O-:12])=[O:11])=[CH:6][C:3]=1[CH:4]=O.[CH3:13][NH2:14].[BH4-].[Na+].[CH3:17][C:18]([O:21][C:22]([O:24]C(OC(C)(C)C)=O)=O)([CH3:20])[CH3:19]. Product: [Cl:1][C:2]1[CH:9]=[CH:8][C:7]([N+:10]([O-:12])=[O:11])=[CH:6][C:3]=1[CH2:4][N:14]([CH3:13])[C:22](=[O:24])[O:21][C:18]([CH3:20])([CH3:19])[CH3:17]. The catalyst class is: 5. (5) Reactant: [OH:1][C@H:2]([CH3:19])[C@H:3]([NH:11]C(=O)OC(C)(C)C)[C:4](=[O:10])[N:5]1[CH2:9][CH2:8][CH2:7][CH2:6]1.C(OCC)C.Cl. Product: [NH2:11][C@@H:3]([C@H:2]([OH:1])[CH3:19])[C:4]([N:5]1[CH2:6][CH2:7][CH2:8][CH2:9]1)=[O:10]. The catalyst class is: 2.